From a dataset of Reaction yield outcomes from USPTO patents with 853,638 reactions. Predict the reaction yield, written as a fraction of the theoretical maximum amount of product (1.0 means a 100% yield; for example, 0.34 means a 34% yield). (1) The reactants are [Cl:1][C:2]1[CH:3]=[CH:4][C:5]([OH:24])=[C:6]([C:8]2[CH:17]=[C:16]3[C:11]([N:12](CO)[C:13]([CH3:21])([CH3:20])[C:14](=[O:19])[N:15]3[CH3:18])=[CH:10][CH:9]=2)[CH:7]=1.CI.[C:27](=[O:30])([O-])[O-].[K+].[K+].[C:33](OCC)(=O)C. The catalyst is CN(C)C=O.O.C(OCC)C. The product is [Cl:1][C:2]1[CH:3]=[CH:4][C:5]([O:24][CH3:33])=[C:6]([C:8]2[C:17]([CH2:27][OH:30])=[C:16]3[C:11]([NH:12][C:13]([CH3:21])([CH3:20])[C:14](=[O:19])[N:15]3[CH3:18])=[CH:10][CH:9]=2)[CH:7]=1. The yield is 0.960. (2) The reactants are O[C:2]1[C:11]2[C:6](=[N:7][CH:8]=[CH:9][CH:10]=2)[N:5]([C:12]2[CH:17]=[CH:16][CH:15]=[CH:14][CH:13]=2)[C:4](=[O:18])[C:3]=1[C:19](=O)[CH2:20][CH2:21][C:22]1[CH:27]=[CH:26][N:25]=[CH:24][CH:23]=1.O.[NH2:30][NH2:31]. The catalyst is C(O)C. The product is [C:12]1([N:5]2[C:6]3[N:7]=[CH:8][CH:9]=[CH:10][C:11]=3[C:2]3[NH:30][N:31]=[C:19]([CH2:20][CH2:21][C:22]4[CH:27]=[CH:26][N:25]=[CH:24][CH:23]=4)[C:3]=3[C:4]2=[O:18])[CH:17]=[CH:16][CH:15]=[CH:14][CH:13]=1. The yield is 0.810. (3) The catalyst is O1CCOCC1.[Pd].[Pd].C(=CC(C=CC1C=CC=CC=1)=O)C1C=CC=CC=1.C(=CC(C=CC1C=CC=CC=1)=O)C1C=CC=CC=1.C(=CC(C=CC1C=CC=CC=1)=O)C1C=CC=CC=1. The product is [CH3:26][O:25][C:23]([C:17]1[CH:16]=[CH:15][C:14]2[C:13]([C:11]3[S:12][C:8]([C:6]4[CH:5]=[C:4]([CH3:28])[CH:3]=[C:2]([NH:1][C:30]5[CH:35]=[C:34]([Cl:36])[CH:33]=[CH:32][N:31]=5)[N:7]=4)=[CH:9][N:10]=3)([OH:27])[CH2:22][CH2:21][CH2:20][C:19]=2[CH:18]=1)=[O:24]. The reactants are [NH2:1][C:2]1[N:7]=[C:6]([C:8]2[S:12][C:11]([C@@:13]3([OH:27])[CH2:22][CH2:21][CH2:20][C:19]4[CH:18]=[C:17]([C:23]([O:25][CH3:26])=[O:24])[CH:16]=[CH:15][C:14]3=4)=[N:10][CH:9]=2)[CH:5]=[C:4]([CH3:28])[CH:3]=1.Br[C:30]1[CH:35]=[C:34]([Cl:36])[CH:33]=[CH:32][N:31]=1.C(=O)([O-])[O-].[Cs+].[Cs+]. The yield is 0.536. (4) The reactants are [NH2:1][C:2]1[N:7]=[CH:6][N:5]=[C:4]([NH:8][C@H:9]([C:11]2[N:16]([C:17]3[CH:22]=[CH:21][CH:20]=[CH:19][CH:18]=3)[C:15](=[O:23])[C:14]3=[C:24]([CH3:27])[CH:25]=[CH:26][N:13]3[N:12]=2)[CH3:10])[C:3]=1I.[OH:29][C:30]1[CH:35]=[CH:34][C:33](B2OC(C)(C)C(C)(C)O2)=[CH:32][C:31]=1[NH:45][C:46](N)=[O:47].C(=O)([O-])[O-].[Na+].[Na+]. No catalyst specified. The product is [NH2:1][C:2]1[C:3]([C:33]2[CH:34]=[CH:35][C:30]3[O:29][C:46](=[O:47])[NH:45][C:31]=3[CH:32]=2)=[C:4]([NH:8][C@H:9]([C:11]2[N:16]([C:17]3[CH:22]=[CH:21][CH:20]=[CH:19][CH:18]=3)[C:15](=[O:23])[C:14]3=[C:24]([CH3:27])[CH:25]=[CH:26][N:13]3[N:12]=2)[CH3:10])[N:5]=[CH:6][N:7]=1. The yield is 0.480. (5) The reactants are [CH3:1][O:2][C:3]1[CH:4]=[C:5]2[C:10](=[CH:11][C:12]=1[O:13][CH3:14])[N:9]=[CH:8][CH:7]=[C:6]2[O:15][C:16]1[CH:22]=[CH:21][C:19]([NH2:20])=[C:18]([CH3:23])[C:17]=1[CH3:24].C1(C)C=CC=CC=1.[CH2:32]([N:34]([CH2:37]C)[CH2:35]C)[CH3:33].ClC(Cl)([O:42][C:43](=O)[O:44]C(Cl)(Cl)Cl)Cl.CN(C)CCO. The yield is 0.350. The catalyst is C(Cl)Cl. The product is [CH3:1][O:2][C:3]1[CH:4]=[C:5]2[C:10](=[CH:11][C:12]=1[O:13][CH3:14])[N:9]=[CH:8][CH:7]=[C:6]2[O:15][C:16]1[CH:22]=[CH:21][C:19]([NH:20][C:43](=[O:42])[O:44][CH2:33][CH2:32][N:34]([CH3:37])[CH3:35])=[C:18]([CH3:23])[C:17]=1[CH3:24]. (6) The reactants are Br[C:2]1[C:11]2[C:6](=[CH:7][CH:8]=[CH:9][CH:10]=2)[N:5]=[C:4]([CH3:12])[CH:3]=1.[Li]CCCC.[CH:18]([C:20]1[CH:29]=[CH:28][C:23]([C:24]([O:26][CH3:27])=[O:25])=[CH:22][CH:21]=1)=[O:19].[Li]. The catalyst is C1COCC1. The product is [OH:19][CH:18]([C:2]1[C:11]2[C:6](=[CH:7][CH:8]=[CH:9][CH:10]=2)[N:5]=[C:4]([CH3:12])[CH:3]=1)[C:20]1[CH:21]=[CH:22][C:23]([C:24]([O:26][CH3:27])=[O:25])=[CH:28][CH:29]=1. The yield is 0.650. (7) The reactants are Br[C:2]1[C:3]([F:10])=[CH:4][C:5]([CH3:9])=[C:6]([CH:8]=1)[NH2:7].[C:11]([Cu])#[N:12]. The yield is 0.360. The product is [NH2:7][C:6]1[C:5]([CH3:9])=[CH:4][C:3]([F:10])=[C:2]([CH:8]=1)[C:11]#[N:12]. The catalyst is CN1C(=O)CCC1.[Cu]I. (8) The reactants are Cl.[CH3:2][O:3][CH2:4][C:5](=[NH:7])[NH2:6].C[O-].[Na+].[C:11]([C:13]1[CH:18]=[CH:17][CH:16]=[CH:15][C:14]=1[C:19]1[CH:24]=[CH:23][C:22]([CH2:25][CH:26]([C:32](=O)[CH2:33][CH2:34][CH2:35][CH3:36])[C:27](OCC)=[O:28])=[CH:21][CH:20]=1)#[N:12]. The catalyst is CO.O1CCOCC1. The product is [CH2:33]([C:32]1[N:7]=[C:5]([CH2:4][O:3][CH3:2])[NH:6][C:27](=[O:28])[C:26]=1[CH2:25][C:22]1[CH:21]=[CH:20][C:19]([C:14]2[C:13]([C:11]#[N:12])=[CH:18][CH:17]=[CH:16][CH:15]=2)=[CH:24][CH:23]=1)[CH2:34][CH2:35][CH3:36]. The yield is 0.750. (9) The product is [C:10]([O:14][C:15]([N:17]1[CH2:21][CH2:20][CH:19]([C:24]2[CH:25]=[N:26][CH:7]=[C:8]([Br:9])[CH:29]=2)[CH2:18]1)=[O:16])([CH3:13])([CH3:12])[CH3:11]. The reactants are C[Si](Cl)(C)C.Br[CH2:7][CH2:8][Br:9].[C:10]([O:14][C:15]([N:17]1[CH2:21][CH2:20][CH:19](I)[CH2:18]1)=[O:16])([CH3:13])([CH3:12])[CH3:11].I[C:24]1[CH:25]=[N:26]C=C(I)[CH:29]=1. The catalyst is CC(N(C)C)=O.[Zn].[Cu]I.C1C=CC(P(C2C=CC=CC=2)[C-]2C=CC=C2)=CC=1.C1C=CC(P(C2C=CC=CC=2)[C-]2C=CC=C2)=CC=1.Cl[Pd]Cl.[Fe+2].CCOC(C)=O.O. The yield is 0.0140.